Dataset: NCI-60 drug combinations with 297,098 pairs across 59 cell lines. Task: Regression. Given two drug SMILES strings and cell line genomic features, predict the synergy score measuring deviation from expected non-interaction effect. (1) Drug 1: CC1C(C(CC(O1)OC2CC(OC(C2O)C)OC3=CC4=CC5=C(C(=O)C(C(C5)C(C(=O)C(C(C)O)O)OC)OC6CC(C(C(O6)C)O)OC7CC(C(C(O7)C)O)OC8CC(C(C(O8)C)O)(C)O)C(=C4C(=C3C)O)O)O)O. Drug 2: C1C(C(OC1N2C=NC(=NC2=O)N)CO)O. Cell line: ACHN. Synergy scores: CSS=56.2, Synergy_ZIP=-2.42, Synergy_Bliss=-2.64, Synergy_Loewe=-1.21, Synergy_HSA=-0.316. (2) Drug 1: CC1=C(C=C(C=C1)NC2=NC=CC(=N2)N(C)C3=CC4=NN(C(=C4C=C3)C)C)S(=O)(=O)N.Cl. Drug 2: CC(C1=C(C=CC(=C1Cl)F)Cl)OC2=C(N=CC(=C2)C3=CN(N=C3)C4CCNCC4)N. Cell line: OVCAR-4. Synergy scores: CSS=5.74, Synergy_ZIP=0.0796, Synergy_Bliss=3.51, Synergy_Loewe=3.13, Synergy_HSA=2.68. (3) Drug 1: CCN(CC)CCCC(C)NC1=C2C=C(C=CC2=NC3=C1C=CC(=C3)Cl)OC. Drug 2: B(C(CC(C)C)NC(=O)C(CC1=CC=CC=C1)NC(=O)C2=NC=CN=C2)(O)O. Cell line: BT-549. Synergy scores: CSS=50.0, Synergy_ZIP=-0.732, Synergy_Bliss=0.797, Synergy_Loewe=-42.2, Synergy_HSA=-1.57. (4) Drug 1: C1=CC(=C2C(=C1NCCNCCO)C(=O)C3=C(C=CC(=C3C2=O)O)O)NCCNCCO. Drug 2: CCC1(CC2CC(C3=C(CCN(C2)C1)C4=CC=CC=C4N3)(C5=C(C=C6C(=C5)C78CCN9C7C(C=CC9)(C(C(C8N6C=O)(C(=O)OC)O)OC(=O)C)CC)OC)C(=O)OC)O.OS(=O)(=O)O. Cell line: NCIH23. Synergy scores: CSS=62.9, Synergy_ZIP=2.63, Synergy_Bliss=5.84, Synergy_Loewe=7.68, Synergy_HSA=8.08. (5) Drug 1: CC(C)CN1C=NC2=C1C3=CC=CC=C3N=C2N. Drug 2: C(CCl)NC(=O)N(CCCl)N=O. Cell line: HL-60(TB). Synergy scores: CSS=11.6, Synergy_ZIP=-4.22, Synergy_Bliss=-9.07, Synergy_Loewe=1.22, Synergy_HSA=-4.97. (6) Drug 1: C1=NC2=C(N1)C(=S)N=C(N2)N. Drug 2: CC1C(C(CC(O1)OC2CC(OC(C2O)C)OC3=CC4=CC5=C(C(=O)C(C(C5)C(C(=O)C(C(C)O)O)OC)OC6CC(C(C(O6)C)O)OC7CC(C(C(O7)C)O)OC8CC(C(C(O8)C)O)(C)O)C(=C4C(=C3C)O)O)O)O. Cell line: A498. Synergy scores: CSS=9.48, Synergy_ZIP=-3.93, Synergy_Bliss=-7.07, Synergy_Loewe=-7.27, Synergy_HSA=-7.26. (7) Drug 1: CC1C(C(CC(O1)OC2CC(OC(C2O)C)OC3=CC4=CC5=C(C(=O)C(C(C5)C(C(=O)C(C(C)O)O)OC)OC6CC(C(C(O6)C)O)OC7CC(C(C(O7)C)O)OC8CC(C(C(O8)C)O)(C)O)C(=C4C(=C3C)O)O)O)O. Drug 2: CN(CC1=CN=C2C(=N1)C(=NC(=N2)N)N)C3=CC=C(C=C3)C(=O)NC(CCC(=O)O)C(=O)O. Cell line: SK-MEL-28. Synergy scores: CSS=55.0, Synergy_ZIP=-5.14, Synergy_Bliss=-1.50, Synergy_Loewe=-7.94, Synergy_HSA=-2.69. (8) Drug 1: CCC1=C2CN3C(=CC4=C(C3=O)COC(=O)C4(CC)O)C2=NC5=C1C=C(C=C5)O. Drug 2: CN1C2=C(C=C(C=C2)N(CCCl)CCCl)N=C1CCCC(=O)O.Cl. Cell line: SN12C. Synergy scores: CSS=16.9, Synergy_ZIP=-5.48, Synergy_Bliss=2.95, Synergy_Loewe=-21.2, Synergy_HSA=2.73.